Dataset: Reaction yield outcomes from USPTO patents with 853,638 reactions. Task: Predict the reaction yield, written as a fraction of the theoretical maximum amount of product (1.0 means a 100% yield; for example, 0.34 means a 34% yield). (1) The reactants are [O:1]=[C:2]1[C:11]2[CH:10]=[CH:9][CH:8]=[C:7]3[NH:12][CH:13]([C:23]4[CH:28]=[CH:27][CH:26]=[CH:25][CH:24]=4)[CH:14]([C:15]4[CH:16]=[C:17]([CH:20]=[CH:21][CH:22]=4)[CH:18]=O)[C:5]([C:6]=23)=[N:4][NH:3]1.[CH3:29][NH:30][CH3:31].[BH4-].[Na+]. The catalyst is CO. The product is [CH3:29][N:30]([CH2:18][C:17]1[CH:16]=[C:15]([CH:14]2[C:5]3=[N:4][NH:3][C:2](=[O:1])[C:11]4[CH:10]=[CH:9][CH:8]=[C:7]([C:6]=43)[NH:12][CH:13]2[C:23]2[CH:24]=[CH:25][CH:26]=[CH:27][CH:28]=2)[CH:22]=[CH:21][CH:20]=1)[CH3:31]. The yield is 0.440. (2) The reactants are [NH2:1][C:2]1[C:3]([C:23]#[N:24])=[C:4]([CH:20]=[CH:21][CH:22]=1)[O:5][CH2:6][CH:7]1[CH2:12][CH2:11][N:10](C(OC(C)(C)C)=O)[CH2:9][CH2:8]1.Cl. The catalyst is CCOC(C)=O. The product is [NH2:1][C:2]1[CH:22]=[CH:21][CH:20]=[C:4]([O:5][CH2:6][CH:7]2[CH2:12][CH2:11][NH:10][CH2:9][CH2:8]2)[C:3]=1[C:23]#[N:24]. The yield is 1.00. (3) The reactants are [ClH:1].C(OC(=O)[NH:8][CH2:9][C:10]1[CH:15]=[C:14]([Br:16])[CH:13]=[CH:12][C:11]=1[S:17]([CH2:20][CH3:21])(=[O:19])=[O:18])(C)(C)C. The catalyst is C(OCC)(=O)C. The product is [ClH:1].[Br:16][C:14]1[CH:13]=[CH:12][C:11]([S:17]([CH2:20][CH3:21])(=[O:19])=[O:18])=[C:10]([CH:15]=1)[CH2:9][NH2:8]. The yield is 0.870.